From a dataset of NCI-60 drug combinations with 297,098 pairs across 59 cell lines. Regression. Given two drug SMILES strings and cell line genomic features, predict the synergy score measuring deviation from expected non-interaction effect. (1) Drug 1: C1=CC(=CC=C1C#N)C(C2=CC=C(C=C2)C#N)N3C=NC=N3. Drug 2: CC=C1C(=O)NC(C(=O)OC2CC(=O)NC(C(=O)NC(CSSCCC=C2)C(=O)N1)C(C)C)C(C)C. Cell line: COLO 205. Synergy scores: CSS=20.1, Synergy_ZIP=1.37, Synergy_Bliss=-1.01, Synergy_Loewe=-47.2, Synergy_HSA=-4.58. (2) Drug 1: C(=O)(N)NO. Drug 2: CC1C(C(CC(O1)OC2CC(CC3=C2C(=C4C(=C3O)C(=O)C5=CC=CC=C5C4=O)O)(C(=O)C)O)N)O. Cell line: KM12. Synergy scores: CSS=28.7, Synergy_ZIP=-2.10, Synergy_Bliss=-3.86, Synergy_Loewe=-2.30, Synergy_HSA=-1.76.